This data is from Peptide-MHC class I binding affinity with 185,985 pairs from IEDB/IMGT. The task is: Regression. Given a peptide amino acid sequence and an MHC pseudo amino acid sequence, predict their binding affinity value. This is MHC class I binding data. (1) The peptide sequence is KVKSLKLLNT. The MHC is H-2-Kb with pseudo-sequence H-2-Kb. The binding affinity (normalized) is 0. (2) The peptide sequence is QEIQLLAAVG. The MHC is HLA-B44:02 with pseudo-sequence HLA-B44:02. The binding affinity (normalized) is 0.373. (3) The peptide sequence is RIRKDFGKR. The MHC is HLA-A02:03 with pseudo-sequence HLA-A02:03. The binding affinity (normalized) is 0.334. (4) The binding affinity (normalized) is 0.153. The MHC is HLA-A03:01 with pseudo-sequence HLA-A03:01. The peptide sequence is EWIEFTNFK. (5) The peptide sequence is ASPPSRSML. The MHC is Mamu-A01 with pseudo-sequence Mamu-A01. The binding affinity (normalized) is 1.00. (6) The peptide sequence is YLSEEMMEL. The MHC is HLA-A02:01 with pseudo-sequence HLA-A02:01. The binding affinity (normalized) is 0.830. (7) The peptide sequence is FMVFLQTHI. The MHC is HLA-B44:03 with pseudo-sequence HLA-B44:03. The binding affinity (normalized) is 0.134. (8) The peptide sequence is EEDAAVDDL. The MHC is HLA-B27:05 with pseudo-sequence HLA-B27:05. The binding affinity (normalized) is 0.0847. (9) The peptide sequence is TILAVVSV. The MHC is H-2-Db with pseudo-sequence H-2-Db. The binding affinity (normalized) is 0. (10) The peptide sequence is HLAGFIHAC. The MHC is HLA-B07:02 with pseudo-sequence HLA-B07:02. The binding affinity (normalized) is 0.0847.